Dataset: Forward reaction prediction with 1.9M reactions from USPTO patents (1976-2016). Task: Predict the product of the given reaction. Given the reactants Br[C:2]([F:6])=[C:3]([F:5])[F:4].C(=O)=O.[CH3:10][O:11][CH2:12][CH2:13][CH:14]([C:16]1[CH:21]=[CH:20][C:19]([Cl:22])=[CH:18][CH:17]=1)Br, predict the reaction product. The product is: [Cl:22][C:19]1[CH:18]=[CH:17][C:16]([CH:14]([CH2:13][CH2:12][O:11][CH3:10])[C:2]([F:6])=[C:3]([F:5])[F:4])=[CH:21][CH:20]=1.